From a dataset of Forward reaction prediction with 1.9M reactions from USPTO patents (1976-2016). Predict the product of the given reaction. Given the reactants [NH2:1][C:2]1[CH:3]=[CH:4][CH:5]=[C:6]2[C:11]=1[N:10]=[CH:9][CH:8]=[CH:7]2.[Cl:12][C:13]1[CH:18]=[CH:17][C:16]([S:19](Cl)(=[O:21])=[O:20])=[C:15]([F:23])[CH:14]=1, predict the reaction product. The product is: [Cl:12][C:13]1[CH:18]=[CH:17][C:16]([S:19]([NH:1][C:2]2[CH:3]=[CH:4][CH:5]=[C:6]3[C:11]=2[N:10]=[CH:9][CH:8]=[CH:7]3)(=[O:20])=[O:21])=[C:15]([F:23])[CH:14]=1.